Dataset: Full USPTO retrosynthesis dataset with 1.9M reactions from patents (1976-2016). Task: Predict the reactants needed to synthesize the given product. (1) Given the product [F:1][C:2]1[CH:3]=[C:4](/[CH:8]=[CH:9]/[CH2:10][OH:11])[CH:5]=[CH:6][CH:7]=1, predict the reactants needed to synthesize it. The reactants are: [F:1][C:2]1[CH:3]=[C:4](/[CH:8]=[CH:9]/[C:10](OC)=[O:11])[CH:5]=[CH:6][CH:7]=1.CC(C[AlH]CC(C)C)C. (2) Given the product [NH2:1][C@H:2]([C:7]([OH:9])=[O:8])[CH2:3][C:4](=[O:6])[NH2:5], predict the reactants needed to synthesize it. The reactants are: [NH2:1][C@@H:2]([C:7]([OH:9])=[O:8])[CH2:3][C:4](=[O:6])[NH2:5].N[C@H](C(O)=O)CC(=O)O.N[C@@H](C(O)=O)CC(=O)O.N[C@H](C(O)=O)CCC(=O)O.N[C@H](C(O)=O)CCC(=O)N.N[C@@H](C(O)=O)CCC(=O)N. (3) Given the product [N:1]1([CH2:7][CH2:8][CH2:9][O:10][CH2:21][CH2:20][CH2:19][C:16]2[CH:17]=[CH:18][C:13]([Cl:12])=[CH:14][CH:15]=2)[CH2:6][CH2:5][CH2:4][CH2:3][CH2:2]1, predict the reactants needed to synthesize it. The reactants are: [N:1]1([CH2:7][CH2:8][CH2:9][O-:10])[CH2:6][CH2:5][CH2:4][CH2:3][CH2:2]1.[Na+].[Cl:12][C:13]1[CH:18]=[CH:17][C:16]([CH2:19][CH2:20][CH2:21]CS([O-])(=O)=O)=[CH:15][CH:14]=1.C1OCCOCCOCCOCCOC1. (4) Given the product [CH:34]([NH:37][C:2]1[CH:33]=[CH:32][C:5]([C:6]([NH:8][C:9]2[CH:14]=[C:13]([C:15]([N:17]3[CH2:18][CH:19]4[CH:21]([CH:20]4[C:23]4[CH:28]=[CH:27][C:26]([O:29][CH3:30])=[CH:25][CH:24]=4)[CH2:22]3)=[O:16])[CH:12]=[CH:11][C:10]=2[CH3:31])=[O:7])=[CH:4][N:3]=1)([CH3:36])[CH3:35], predict the reactants needed to synthesize it. The reactants are: Cl[C:2]1[CH:33]=[CH:32][C:5]([C:6]([NH:8][C:9]2[CH:14]=[C:13]([C:15]([N:17]3[CH2:22][CH:21]4[CH:19]([CH:20]4[C:23]4[CH:28]=[CH:27][C:26]([O:29][CH3:30])=[CH:25][CH:24]=4)[CH2:18]3)=[O:16])[CH:12]=[CH:11][C:10]=2[CH3:31])=[O:7])=[CH:4][N:3]=1.[CH:34]([NH2:37])([CH3:36])[CH3:35].C([O-])(O)=O.[Na+].